This data is from Full USPTO retrosynthesis dataset with 1.9M reactions from patents (1976-2016). The task is: Predict the reactants needed to synthesize the given product. (1) Given the product [C:1]([O:9][C@H:10]([CH2:15][C:16]1[CH:21]=[C:20]([Cl:32])[C:19]([NH2:22])=[C:18]([CH3:23])[C:17]=1[CH2:24][O:25][C:26](=[O:28])[CH3:27])[C:11]([O:13][CH3:14])=[O:12])(=[O:8])[C:2]1[CH:7]=[CH:6][CH:5]=[CH:4][CH:3]=1, predict the reactants needed to synthesize it. The reactants are: [C:1]([O:9][C@H:10]([CH2:15][C:16]1[CH:21]=[CH:20][C:19]([NH2:22])=[C:18]([CH3:23])[C:17]=1[CH2:24][O:25][C:26](=[O:28])[CH3:27])[C:11]([O:13][CH3:14])=[O:12])(=[O:8])[C:2]1[CH:7]=[CH:6][CH:5]=[CH:4][CH:3]=1.C(#N)C.[Cl:32]N1C(=O)CCC1=O. (2) Given the product [Br:1][C:2]1[CH:3]=[CH:4][C:5]([Cl:10])=[C:6]([CH:7]=1)[NH:8][NH:9][C:12](=[O:13])[O:14][CH3:15], predict the reactants needed to synthesize it. The reactants are: [Br:1][C:2]1[CH:3]=[CH:4][C:5]([Cl:10])=[C:6]([NH:8][NH2:9])[CH:7]=1.Cl[C:12]([O:14][CH3:15])=[O:13].CCN(CC)CC. (3) Given the product [CH3:1][O:2][C:3]([C:5]1[N:6]([N:11]([C:25](=[O:26])[CH2:24][C:23]([O:22][CH3:21])=[O:28])[CH2:12][C:13]2[CH:18]=[CH:17][C:16]([O:19][CH3:20])=[CH:15][CH:14]=2)[CH:7]=[C:8]([Cl:10])[CH:9]=1)=[O:4], predict the reactants needed to synthesize it. The reactants are: [CH3:1][O:2][C:3]([C:5]1[N:6]([NH:11][CH2:12][C:13]2[CH:18]=[CH:17][C:16]([O:19][CH3:20])=[CH:15][CH:14]=2)[CH:7]=[C:8]([Cl:10])[CH:9]=1)=[O:4].[CH3:21][O:22][C:23](=[O:28])[CH2:24][C:25](Cl)=[O:26]. (4) Given the product [C:21]([O:29][C:35]([CH2:20][C:21]1[CH:22]=[CH:23][C:24]([NH:27][CH:31]([C:5]2[CH:6]=[CH:7][C:2]([Cl:1])=[C:3]([O:11][CH3:12])[CH:4]=2)[C:30]([OH:34])=[O:33])=[CH:25][CH:26]=1)=[O:36])([CH3:26])([CH3:22])[CH3:20], predict the reactants needed to synthesize it. The reactants are: [Cl:1][C:2]1[CH:7]=[CH:6][C:5](B(O)O)=[CH:4][C:3]=1[O:11][CH3:12].C(OC(=O)N[CH2:20][C:21]1[CH:26]=[CH:25][C:24]([NH2:27])=[CH:23][CH:22]=1)(C)(C)C.[OH2:29].[C:30]([OH:34])(=[O:33])[CH:31]=O.[CH3:35][OH:36]. (5) The reactants are: [CH3:1][C:2]([CH3:46])([CH2:44][CH3:45])[C:3]([O:5][CH:6]1[CH:15]2[C:10]([CH:11]=[CH:12][CH:13]([CH3:42])[CH:14]2[CH2:16][CH2:17][CH:18]2[CH2:23][CH:22]([O:24][C:25](=[O:40])[CH2:26][CH2:27][C:28]([O:30][C:31]3[CH:36]=[CH:35][C:34]([C:37](=O)[NH2:38])=[CH:33][CH:32]=3)=[O:29])[CH2:21][C:20](=[O:41])[O:19]2)=[CH:9][CH:8]([CH3:43])[CH2:7]1)=[O:4].COC1C=CC(P2(SP(C3C=CC(OC)=CC=3)(=S)S2)=[S:56])=CC=1. Given the product [C:37]([C:34]1[CH:35]=[CH:36][C:31]([O:30][C:28](=[O:29])[CH2:27][CH2:26][C:25]([O:24][CH:22]2[CH2:21][C:20](=[O:41])[O:19][CH:18]([CH2:17][CH2:16][CH:14]3[CH:15]4[C:10](=[CH:9][CH:8]([CH3:43])[CH2:7][CH:6]4[O:5][C:3](=[O:4])[C:2]([CH3:1])([CH3:46])[CH2:44][CH3:45])[CH:11]=[CH:12][CH:13]3[CH3:42])[CH2:23]2)=[O:40])=[CH:32][CH:33]=1)(=[S:56])[NH2:38], predict the reactants needed to synthesize it. (6) Given the product [Cl:1][C:2]1[N:7]=[C:6]([CH3:27])[N:5]=[C:4]([C:8]([NH:10][C:11]2[CH:16]=[CH:15][CH:14]=[CH:13][C:12]=2[C:17]2[S:18][C:19]3[C:24]([N:25]=2)=[CH:23][CH:22]=[CH:21][N:20]=3)=[O:9])[CH:3]=1, predict the reactants needed to synthesize it. The reactants are: [Cl:1][C:2]1[N:7]=[CH:6][N:5]=[C:4]([C:8]([NH:10][C:11]2[CH:16]=[CH:15][CH:14]=[CH:13][C:12]=2[C:17]2[S:18][C:19]3[C:24]([N:25]=2)=[CH:23][CH:22]=[CH:21][N:20]=3)=[O:9])[CH:3]=1.Cl[C:27]1N=C(C)N=C(C(Cl)=O)C=1. (7) Given the product [ClH:28].[ClH:28].[C:8]1([S:14]([NH:17][C:18]2[CH:23]=[C:22]([C:24]([NH2:26])=[NH:25])[CH:21]=[CH:20][N:19]=2)(=[O:15])=[O:16])[CH:9]=[CH:10][CH:11]=[CH:12][CH:13]=1, predict the reactants needed to synthesize it. The reactants are: C(OC(=O)C)(=O)C.[C:8]1([S:14]([NH:17][C:18]2[CH:23]=[C:22]([C:24]([NH:26]O)=[NH:25])[CH:21]=[CH:20][N:19]=2)(=[O:16])=[O:15])[CH:13]=[CH:12][CH:11]=[CH:10][CH:9]=1.[ClH:28]. (8) Given the product [CH2:30]([O:25][N:24]=[C:22]([OH:23])[C:21]1[CH:20]=[CH:19][C:18]([C:16]([C:3]2[C:2]([CH3:1])=[CH:11][C:10]3[C:9]([CH3:12])([CH3:13])[CH2:8][CH2:7][C:6]([CH3:15])([CH3:14])[C:5]=3[CH:4]=2)=[O:17])=[CH:27][CH:26]=1)[C:31]1[CH:36]=[CH:35][CH:34]=[CH:33][CH:32]=1, predict the reactants needed to synthesize it. The reactants are: [CH3:1][C:2]1[C:3]([C:16]([C:18]2[CH:27]=[CH:26][C:21]([C:22](=[N:24][OH:25])[OH:23])=[CH:20][CH:19]=2)=[O:17])=[CH:4][C:5]2[C:6]([CH3:15])([CH3:14])[CH2:7][CH2:8][C:9]([CH3:13])([CH3:12])[C:10]=2[CH:11]=1.[H-].[Na+].[CH2:30](Br)[C:31]1[CH:36]=[CH:35][CH:34]=[CH:33][CH:32]=1.[NH4+].[Cl-].Cl.